Task: Predict the reaction yield, written as a fraction of the theoretical maximum amount of product (1.0 means a 100% yield; for example, 0.34 means a 34% yield).. Dataset: Reaction yield outcomes from USPTO patents with 853,638 reactions (1) The reactants are [CH3:1][O:2][C:3]([C:5]1[S:6][C:7]2[C:8](=[O:20])[CH2:9][O:10][C:11]3[CH:18]=[CH:17][C:16](Br)=[CH:15][C:12]=3[C:13]=2[N:14]=1)=[O:4].[CH3:21][C:22]([OH:26])([C:24]#[CH:25])[CH3:23].C1C=CC(P(C2C=CC=CC=2)C2C=CC=CC=2)=CC=1. The catalyst is CCN(CC)CC.CC([O-])=O.CC([O-])=O.[Pd+2].[Cu]I. The product is [CH3:1][O:2][C:3]([C:5]1[S:6][C:7]2[C:8](=[O:20])[CH2:9][O:10][C:11]3[CH:18]=[CH:17][C:16]([C:25]#[C:24][C:22]([OH:26])([CH3:23])[CH3:21])=[CH:15][C:12]=3[C:13]=2[N:14]=1)=[O:4]. The yield is 0.400. (2) The reactants are N[C@H](C(O)=O)CS.C1(=O)NC(=O)C=C1.[OH:15][C:16]([CH2:18][CH2:19][CH2:20][CH2:21][C@H:22]1[C@@H:30]2[C@@H:25]([NH:26][C:27]([NH:29]2)=[O:28])[CH2:24][S:23]1)=[O:17]. No catalyst specified. The product is [OH:17][C:16]([CH2:18][CH2:19][CH2:20][CH2:21][C@H:22]1[C@@H:30]2[C@@H:25]([NH:26][C:27]([NH:29]2)=[O:28])[CH2:24][S:23]1)=[O:15]. The yield is 1.00. (3) The catalyst is CCO. The product is [CH3:19][N:2]([CH3:1])[S:3]([C:6]1[CH:18]=[CH:17][CH:16]=[CH:15][C:7]=1[O:8][CH2:9][C:10]([NH:20][CH2:21][CH:22]([OH:33])[CH2:23][N:24]1[CH2:32][C:31]2[C:26](=[CH:27][CH:28]=[CH:29][CH:30]=2)[CH2:25]1)=[O:12])(=[O:4])=[O:5]. The yield is 0.130. The reactants are [CH3:1][N:2]([CH3:19])[S:3]([C:6]1[CH:18]=[CH:17][CH:16]=[CH:15][C:7]=1[O:8][CH2:9][C:10]([O:12]CC)=O)(=[O:5])=[O:4].[NH2:20][CH2:21][CH:22]([OH:33])[CH2:23][N:24]1[CH2:32][C:31]2[C:26](=[CH:27][CH:28]=[CH:29][CH:30]=2)[CH2:25]1. (4) The reactants are [CH:1]1([C:7]2[C:8]3[CH:33]=[CH:32][C:31]([C:34]([O:36]CC)=[O:35])=[N:30][C:9]=3[N:10]3[C:16]=2[C:15]2[CH:17]=[CH:18][CH:19]=[CH:20][C:14]=2[N:13]([CH2:21][C:22](=[O:29])[N:23]2[CH2:28][CH2:27][O:26][CH2:25][CH2:24]2)[CH2:12][CH2:11]3)[CH2:6][CH2:5][CH2:4][CH2:3][CH2:2]1.[OH-].[Na+].[ClH:41]. The catalyst is O1CCCC1.CO. The product is [ClH:41].[ClH:41].[CH:1]1([C:7]2[C:8]3[CH:33]=[CH:32][C:31]([C:34]([OH:36])=[O:35])=[N:30][C:9]=3[N:10]3[C:16]=2[C:15]2[CH:17]=[CH:18][CH:19]=[CH:20][C:14]=2[N:13]([CH2:21][C:22](=[O:29])[N:23]2[CH2:24][CH2:25][O:26][CH2:27][CH2:28]2)[CH2:12][CH2:11]3)[CH2:6][CH2:5][CH2:4][CH2:3][CH2:2]1. The yield is 0.300. (5) The reactants are [Br:1][C:2]1[CH:3]=[C:4]([C:8]([C:16]2[C:17]([C:23]#[N:24])=[N:18][CH:19]=[C:20]([Cl:22])[CH:21]=2)=[N:9]S(C(C)(C)C)=O)[CH:5]=[CH:6][CH:7]=1.Br[C:26]1[CH:31]=[CH:30][N:29]=[C:28]([CH3:32])[CH:27]=1. No catalyst specified. The product is [Br:1][C:2]1[CH:3]=[C:4]([C:8]2([C:26]3[CH:31]=[CH:30][N:29]=[C:28]([CH3:32])[CH:27]=3)[C:16]3[C:17](=[N:18][CH:19]=[C:20]([Cl:22])[CH:21]=3)[C:23]([NH2:24])=[N:9]2)[CH:5]=[CH:6][CH:7]=1. The yield is 0.540.